From a dataset of Full USPTO retrosynthesis dataset with 1.9M reactions from patents (1976-2016). Predict the reactants needed to synthesize the given product. (1) Given the product [CH2:21]([O:20][C:9]1[C:10](=[O:19])[N:11]([CH2:15][C:16]([OH:18])=[O:17])[C:12]([CH3:14])=[CH:13][C:8]=1[C:6]([OH:7])=[O:5])[C:22]1[CH:23]=[CH:24][CH:25]=[CH:26][CH:27]=1, predict the reactants needed to synthesize it. The reactants are: [OH-].[Na+].C([O:5][C:6]([C:8]1[CH:13]=[C:12]([CH3:14])[N:11]([CH2:15][C:16]([OH:18])=[O:17])[C:10](=[O:19])[C:9]=1[O:20][CH2:21][C:22]1[CH:27]=[CH:26][CH:25]=[CH:24][CH:23]=1)=[O:7])C. (2) Given the product [NH:7]1[C:6](=[O:20])[C:4]2[NH:5][CH:1]=[N:2][C:3]=2[N:9]=[C:8]1[NH2:10], predict the reactants needed to synthesize it. The reactants are: [CH:1]1[NH:2][C:3]2[N:9]=[C:8]([NH2:10])[N:7]=[C:6](Cl)[C:4]=2[N:5]=1.C(N(CC)CC)C.C[O-:20].[Na+].O. (3) Given the product [OH:8][CH2:9][CH2:10][O:11][C:12]([N:14]1[C:23]2[C:18](=[N:19][C:20]([C:24]([F:27])([F:26])[F:25])=[CH:21][CH:22]=2)[C@@H:17]([N:28]([CH2:35][C:36]2[CH:41]=[C:40]([C:42]([F:45])([F:43])[F:44])[CH:39]=[C:38]([C:46]([F:49])([F:48])[F:47])[CH:37]=2)[C:29]2[N:30]=[N:31][N:32]([CH3:34])[N:33]=2)[CH2:16][C@H:15]1[CH2:50][CH3:51])=[O:13], predict the reactants needed to synthesize it. The reactants are: C([O:8][CH2:9][CH2:10][O:11][C:12]([N:14]1[C:23]2[C:18](=[N:19][C:20]([C:24]([F:27])([F:26])[F:25])=[CH:21][CH:22]=2)[C@@H:17]([N:28]([CH2:35][C:36]2[CH:41]=[C:40]([C:42]([F:45])([F:44])[F:43])[CH:39]=[C:38]([C:46]([F:49])([F:48])[F:47])[CH:37]=2)[C:29]2[N:30]=[N:31][N:32]([CH3:34])[N:33]=2)[CH2:16][C@H:15]1[CH2:50][CH3:51])=[O:13])C1C=CC=CC=1. (4) Given the product [Cl:39][C:26]1[CH:27]=[CH:28][CH:29]=[C:30]([O:31][CH2:32][C:33]2[CH:34]=[CH:35][CH:36]=[CH:37][CH:38]=2)[C:25]=1[CH2:24][N:9]1[CH:10]=[CH:11][C:7]([NH:6][C:4](=[O:5])[C:3]2[C:12]([F:16])=[CH:13][CH:14]=[CH:15][C:2]=2[F:1])=[N:8]1, predict the reactants needed to synthesize it. The reactants are: [F:1][C:2]1[CH:15]=[CH:14][CH:13]=[C:12]([F:16])[C:3]=1[C:4]([NH:6][C:7]1[CH:11]=[CH:10][NH:9][N:8]=1)=[O:5].C(=O)([O-])[O-].[K+].[K+].Br[CH2:24][C:25]1[C:30]([O:31][CH2:32][C:33]2[CH:38]=[CH:37][CH:36]=[CH:35][CH:34]=2)=[CH:29][CH:28]=[CH:27][C:26]=1[Cl:39].